Dataset: Full USPTO retrosynthesis dataset with 1.9M reactions from patents (1976-2016). Task: Predict the reactants needed to synthesize the given product. (1) Given the product [C:19]([C:18]1[C:8]([N:6]2[CH2:5][CH:4]([NH:3][C:42]([NH:41][S:38]([C:35]3[CH:34]=[CH:33][CH:32]=[CH:37][CH:36]=3)(=[O:40])=[O:39])=[O:43])[CH2:7]2)=[N:9][C:10]([CH3:21])=[C:11]([CH:17]=1)[C:12]([O:14][CH2:15][CH3:16])=[O:13])#[N:20], predict the reactants needed to synthesize it. The reactants are: Cl.Cl.[NH2:3][CH:4]1[CH2:7][N:6]([C:8]2[C:18]([C:19]#[N:20])=[CH:17][C:11]([C:12]([O:14][CH2:15][CH3:16])=[O:13])=[C:10]([CH3:21])[N:9]=2)[CH2:5]1.CCN(C(C)C)C(C)C.Cl[C:32]1[CH:37]=[CH:36][C:35]([S:38]([N:41]=[C:42]=[O:43])(=[O:40])=[O:39])=[CH:34][CH:33]=1.CCOC(C)=O. (2) Given the product [CH3:1][CH:2]1[CH2:7][N:6]([C:8]([O:10][CH2:11][C:12]2[CH:17]=[CH:16][CH:15]=[CH:14][CH:13]=2)=[O:9])[CH2:5][CH:4]=[CH:3]1, predict the reactants needed to synthesize it. The reactants are: [CH3:1][CH:2]1[CH2:7][N:6]([C:8]([O:10][CH2:11][C:12]2[CH:17]=[CH:16][CH:15]=[CH:14][CH:13]=2)=[O:9])[CH2:5][CH:4]=[C:3]1OS(C(F)(F)F)(=O)=O.C(O)=O.O. (3) Given the product [CH:1]([O:4][C:5]1[CH:14]=[C:13]([C:15]([F:17])([F:16])[F:18])[C:12]2[C:7](=[CH:8][C:9]([OH:23])=[C:10]([NH:19][CH:20]([CH3:22])[CH3:21])[CH:11]=2)[N:6]=1)([CH3:3])[CH3:2], predict the reactants needed to synthesize it. The reactants are: [CH:1]([O:4][C:5]1[CH:14]=[C:13]([C:15]([F:18])([F:17])[F:16])[C:12]2[C:7](=[CH:8][C:9]([O:23]C)=[C:10]([NH:19][CH:20]([CH3:22])[CH3:21])[CH:11]=2)[N:6]=1)([CH3:3])[CH3:2].C1(S)C=CC=CC=1.[H-].[Na+].OS([O-])(=O)=O.[Na+]. (4) Given the product [CH3:1][O:2][CH2:3][CH:4]([CH3:37])[O:5][C:6]1[CH:7]=[C:8]([O:26][C:27]2[CH:28]=[N:29][C:30]([S:33]([CH3:36])(=[O:34])=[O:35])=[CH:31][CH:32]=2)[CH:9]=[C:10]2[C:14]=1[NH:13][C:12]([C:15]1[S:16][CH:17]([CH2:20][CH2:21][OH:22])[CH2:18][N:19]=1)=[CH:11]2, predict the reactants needed to synthesize it. The reactants are: [CH3:1][O:2][CH2:3][CH:4]([CH3:37])[O:5][C:6]1[CH:7]=[C:8]([O:26][C:27]2[CH:28]=[N:29][C:30]([S:33]([CH3:36])(=[O:35])=[O:34])=[CH:31][CH:32]=2)[CH:9]=[C:10]2[C:14]=1[NH:13][C:12]([C:15]1[S:16][CH:17]([CH2:20][C:21](OCC)=[O:22])[CH2:18][N:19]=1)=[CH:11]2.O1CCCC1.CO.[BH4-].[Li+]. (5) Given the product [CH3:1][C:2]1([CH3:25])[O:3][CH2:4][C:5]([NH:14][C:15](=[O:24])[O:16][CH2:17][C:18]2[CH:23]=[CH:22][CH:21]=[CH:20][CH:19]=2)([C:8]2[O:13][C:11]([CH3:12])=[CH:10][N:9]=2)[CH2:6][O:7]1, predict the reactants needed to synthesize it. The reactants are: [CH3:1][C:2]1([CH3:25])[O:7][CH2:6][C:5]([NH:14][C:15](=[O:24])[O:16][CH2:17][C:18]2[CH:23]=[CH:22][CH:21]=[CH:20][CH:19]=2)([C:8](=[O:13])[NH:9][CH2:10][C:11]#[CH:12])[CH2:4][O:3]1. (6) Given the product [CH2:1]([O:8][C:9]1[CH:10]=[CH:11][C:12]([CH2:15][O:18][CH3:17])=[N:13][CH:14]=1)[C:2]1[CH:7]=[CH:6][CH:5]=[CH:4][CH:3]=1, predict the reactants needed to synthesize it. The reactants are: [CH2:1]([O:8][C:9]1[CH:10]=[CH:11][C:12]([CH2:15]Cl)=[N:13][CH:14]=1)[C:2]1[CH:7]=[CH:6][CH:5]=[CH:4][CH:3]=1.[CH3:17][O-:18].[Na+].[Na]. (7) Given the product [Cl:37][C:32]1[CH:33]=[CH:34][CH:35]=[CH:36][C:31]=1[C:26]1[CH:27]=[CH:28][CH:29]=[CH:30][C:25]=1[C@:24]([C@@H:20]1[CH2:21][CH2:22][CH2:23][N:18]([C:16]([O:15][C:11]([CH3:14])([CH3:13])[CH3:12])=[O:17])[CH2:19]1)([OH:38])[CH2:5][CH2:6][CH2:7][CH2:8][O:9][CH3:10], predict the reactants needed to synthesize it. The reactants are: [Mg].II.Cl[CH2:5][CH2:6][CH2:7][CH2:8][O:9][CH3:10].[C:11]([O:15][C:16]([N:18]1[CH2:23][CH2:22][CH2:21][C@@H:20]([C:24](=[O:38])[C:25]2[CH:30]=[CH:29][CH:28]=[CH:27][C:26]=2[C:31]2[CH:36]=[CH:35][CH:34]=[CH:33][C:32]=2[Cl:37])[CH2:19]1)=[O:17])([CH3:14])([CH3:13])[CH3:12].